Dataset: Forward reaction prediction with 1.9M reactions from USPTO patents (1976-2016). Task: Predict the product of the given reaction. (1) The product is: [C:1]([O:5][C:6](=[O:22])[NH:7][C:8]1[CH:13]=[C:12]([O:14][CH2:15][CH3:16])[C:11]([C:17]([F:20])([F:19])[F:18])=[CH:10][C:9]=1[NH:21][C:28](=[O:27])[CH2:29][C:30]([C:32]1[CH:37]=[CH:36][CH:35]=[C:34]([C:38]2[C:43]([CH2:44][CH3:45])=[CH:42][N:41]=[C:40]([CH3:46])[CH:39]=2)[CH:33]=1)=[O:31])([CH3:2])([CH3:3])[CH3:4]. Given the reactants [C:1]([O:5][C:6](=[O:22])[NH:7][C:8]1[CH:13]=[C:12]([O:14][CH2:15][CH3:16])[C:11]([C:17]([F:20])([F:19])[F:18])=[CH:10][C:9]=1[NH2:21])([CH3:4])([CH3:3])[CH3:2].C([O:27][C:28](=O)[CH2:29][C:30]([C:32]1[CH:37]=[CH:36][CH:35]=[C:34]([C:38]2[C:43]([CH2:44][CH3:45])=[CH:42][N:41]=[C:40]([CH3:46])[CH:39]=2)[CH:33]=1)=[O:31])(C)(C)C, predict the reaction product. (2) Given the reactants COC1C=C(OC)C=CC=1C[N:6]1[CH2:14][C:13]2[C:8](=[CH:9][C:10]([NH:50]CC3C=CC(OC)=CC=3OC)=[C:11]([NH:15][C:16]([C:18]3[N:22]([CH3:23])[N:21]=[C:20]([C:24]4[CH:29]=[CH:28][C:27]([C:30]5[CH:31]=[CH:32][C:33]([C:36]([NH:38][CH3:39])=[O:37])=[N:34][CH:35]=5)=[CH:26][CH:25]=4)[C:19]=3[O:40]CC3C=CC(OC)=CC=3)=O)[CH:12]=2)[CH2:7]1, predict the reaction product. The product is: [OH:40][C:19]1[C:20]([C:24]2[CH:29]=[CH:28][C:27]([C:30]3[CH:31]=[CH:32][C:33]([C:36]([NH:38][CH3:39])=[O:37])=[N:34][CH:35]=3)=[CH:26][CH:25]=2)=[N:21][N:22]([CH3:23])[C:18]=1[C:16]1[NH:50][C:10]2=[CH:9][C:8]3[CH2:7][NH:6][CH2:14][C:13]=3[CH:12]=[C:11]2[N:15]=1.